From a dataset of Drug-target binding data from BindingDB using Ki measurements. Regression. Given a target protein amino acid sequence and a drug SMILES string, predict the binding affinity score between them. We predict pKi (pKi = -log10(Ki in M); higher means stronger inhibition). Dataset: bindingdb_ki. (1) The drug is O=C(N[C@@H](Cc1ccccc1)[C@H](O)CN(CCCc1ccccc1)S(=O)(=O)c1ccc2ncsc2c1)c1cccc(O)c1. The target protein sequence is PQITLWQRPLVTVKIGGQLREALLDTGADDTVLEDINLPGKWKPKMIGGVGGFIKVKQYEQVLIEICGKKVIGTVLVGPTPVNIIGRNMLTQIGCTLNF. The pKi is 8.6. (2) The drug is CC(C(=O)N[C@@H](CCCNC(=O)c1cccc(OCC(=O)O)c1)C(=O)NCCc1cccc2c1oc1c(CCC(N)=O)cccc12)c1ccc([N+](=O)[O-])cc1. The target protein (P0AEJ2) has sequence MDTSLAEEVQQTMATLAPNRFFFMSPYRSFTTSGCFARFDEPAVNGDSPDSPFQQKLAALFADAKAQGIKNPVMVGAIPFDPRQPSSLYIPESWQSFSRQEKQASARRFTRSQSLNVVERQAIPEQTTFEQMVARAAALTATPQVDKVVLSRLIDITTDAAIDSGVLLERLIAQNPVSYNFHVPLADGGVLLGASPELLLRKDGERFSSIPLAGSARRQPDEVLDREAGNRLLASEKDRHEHELVTQAMKEVLRERSSELHVPSSPQLITTPTLWHLATPFEGKANSQENALTLACLLHPTPALSGFPHQAATQVIAELEPFDRELFGGIVGWCDSEGNGEWVVTIRCAKLRENQVRLFAGAGIVPASSPLGEWRETGVKLSTMLNVFGLH. The pKi is 3.7. (3) The small molecule is OC[C@H]1OC(n2cnc3c(NC4CCCCC4OCc4ccccc4)ncnc32)[C@H](O)[C@@H]1O. The target protein sequence is MPPRAASLPPGSTCSGCRVLPLHPVPAHILPEELTAAASRLQVRACLSAAVPTMGSWVYITVELAIAVLAVLGNVLVCWAVWLNSNLQNVTNYFVVSLAAADIAVGVLAIPFAITISTGFCAACHGCLFIACFVLVLTQSSIFSLLAIAIDRYIAIRIPLRYNGLVTGTRAKGIIAICWVLSFAIGLTPMLGWNNCGQPREGRNHSQGCGAGQVACLFEDVVPMNYMVYYNFFACVLLPLLLMLGIYLRIFLAARRQLKQMESQPLPGERTRSTLQKEVHAAKSLAIIVGLFALCWLPLHIINCFTLFCPECSHAPLWLMYLAIVLSHSNSVVNPFIYAYRIREFRQTFRKIIRSHVLRRQDPFKAGGTSARALAAHGSDGEHVSLRLNGHPPGLWANGSAPHPQRRPNGYALGLGSTGGARASHRDVSLPDVELLGQERKSMCPESPGLEEPLAQDGAGVS. The pKi is 4.6. (4) The compound is CC(C)[C@H](NC(=O)[C@H](CCCCN)NC(=O)[C@@H](Cc1c[nH]c2ccccc12)NC(=O)[C@H](Cc1ccc(O)cc1)NC(=O)[C@H](Cc1ccccc1)NC(=O)[C@H](N)Cc1ccccc1)C(=O)N[C@@H](Cc1ccccc1)C(=O)N[C@H](C(N)=O)[C@@H](C)O. The pKi is 7.3. The target protein (P30875) has sequence MEMSSEQLNGSQVWVSSPFDLNGSLGPSNGSNQTEPYYDMTSNAVLTFIYFVVCVVGLCGNTLVIYVILRYAKMKTITNIYILNLAIADELFMLGLPFLAMQVALVHWPFGKAICRVVMTVDGINQFTSIFCLTVMSIDRYLAVVHPIKSAKWRRPRTAKMINVAVWCVSLLVILPIMIYAGLRSNQWGRSSCTINWPGESGAWYTGFIIYAFILGFLVPLTIICLCYLFIIIKVKSSGIRVGSSKRKKSEKKVTRMVSIVVAVFIFCWLPFYIFNVSSVSVAISPTPALKGMFDFVVILTYANSCANPILYAFLSDNFKKSFQNVLCLVKVSGTEDGERSDSKQDKSRLNETTETQRTLLNGDLQTSI. (5) The drug is CCC(C)c1ccc(C(C)C(=O)SCCNC(=O)CCNC(=O)C(O)C(C)(C)COP(=O)(O)OP(=O)(O)OC[C@H]2O[C@@H](n3cnc4c(N)ncnc43)[C@H](O)[C@@H]2OP(=O)(O)O)cc1. The target protein (P70473) has sequence MALRGVRVLELAGLAPGPFCGMILADFGAEVVLVDRLGSVNHPSHLARGKRSLALDLKRSPGAAVLRRMCARADVLLEPFRCGVMEKLQLGPETLRQDNPKLIYARLSGFGQSGIFSKVAGHDINYVALSGVLSKIGRSGENPYPPLNLLADFGGGGLMCTLGILLALFERTRSGLGQVIDANMVEGTAYLSTFLWKTQAMGLWAQPRGQNLLDGGAPFYTTYKTADGEFMAVGAIEPQFYTLLLKGLGLESEELPSQMSIEDWPEMKKKFADVFARKTKAEWCQIFDGTDACVTPVLTLEEALHHQHNRERGSFITDEEQHACPRPAPQLSRTPAVPSAKRDPSVGEHTVEVLKDYGFSQEEIHQLHSDRIIESNKLKANL. The pKi is 4.2. (6) The target protein (P51692) has sequence MAVWIQAQQLQGEALHQMQALYGQHFPIEVRHYLSQWIESQAWDSVDLDNPQENIKATQLLEGLVQELQKKAEHQVGEDGFLLKIKLGHYATQLQNTYDRCPMELVRCIRHILYNEQRLVREANNGSSPAGSLADAMSQKHLQINQTFEELRLVTQDTENELKKLQQTQEYFIIQYQESLRIQAQFGPLAQLSPQERLSRETALQQKQVSLEAWLQREAQTLQQYRVELAEKHQKTLQLLRKQQTIILDDELIQWKRRQQLAGNGGPPEGSLDVLQSWCEKLAEIIWQNRQQIRRAEHLCQQLPIPGPVEEMLAEVNATITDIISALVTSTFIIEKQPPQVLKTQTKFAATVRLLVGGKLNVHMNPPQVKATIISEQQAKSLLKNENTRNDYSGEILNNCCVMEYHQATGTLSAHFRNMSLKRIKRSDRRGAESVTEEKFTILFESQFSVGGNELVFQVKTLSLPVVVIVHGSQDNNATATVLWDNAFAEPGRVPFAVPD.... The pKi is 4.2. The compound is CN(CC(=O)N(Cc1ccccc1)c1ccc(C(=O)O)c(O)c1)S(=O)(=O)c1c(F)c(F)c(F)c(F)c1F. (7) The drug is N=C(N)NCCC[C@H](NC(=O)[C@H]1CCCN1C(=O)[C@H]1CSSCCC(=O)N[C@@H](Cc2ccc(O)cc2)C(=O)N[C@H](Cc2ccccc2)C(=O)NC(CN)C(=O)N[C@H](CC(N)=O)C(=O)N1)C(=O)NCC(N)=O. The pKi is 7.7. The target protein (P37288) has sequence MRLSAGPDAGPSGNSSPWWPLATGAGNTSREAEALGEGNGPPRDVRNEELAKLEIAVLAVTFAVAVLGNSSVLLALHRTPRKTSRMHLFIRHLSLADLAVAFFQVLPQMCWDITYRFRGPDWLCRVVKHLQVFGMFASAYMLVVMTADRYIAVCHPLKTLQQPARRSRLMIAAAWVLSFVLSTPQYFVFSMIEVNNVTKARDCWATFIQPWGSRAYVTWMTGGIFVAPVVILGTCYGFICYNIWCNVRGKTASRQSKGAEQAGVAFQKGFLLAPCVSSVKSISRAKIRTVKMTFVIVTAYIVCWAPFFIIQMWSVWDPMSVWTESENPTITITALLGSLNSCCNPWIYMFFSGHLLQDCVQSFPCCQNMKEKFNKEDTDSMSRRQTFYSNNRSPTNSTGMWKDSPKSSKSIKFIPVST. (8) The drug is O=C([O-])C(O)(O)C(F)(F)C(=O)[O-]. The target protein (Q9HUU1) has sequence MHRASHHELRAMFRALLDSSRCYHTASVFDPMSARIAADLGFECGILGGSVASLQVLAAPDFALITLSEFVEQATRIGRVARLPVIADADHGYGNALNVMRTVVELERAGIAALTIEDTLLPAQFGRKSTDLICVEEGVGKIRAALEARVDPALTIIARTNAELIDVDAVIQRTLAYQEAGADGICLVGVRDFAHLEAIAEHLHIPLMLVTYGNPQLRDDARLARLGVRVVVNGHAAYFAAIKATYDCLREERGAVASDLTASELSKKYTFPEEYQAWARDYMEVKE. The pKi is 3.4. (9) The drug is CCC(CC)CN(C[C@@H](O)[C@H](Cc1ccccc1)NC(=O)O[C@H]1CO[C@H]2OCC[C@@H]12)S(=O)(=O)c1ccc2c(c1)OCO2. The target protein sequence is PQITLWKRPIVTVKIGGQLREALLDTGADDTVLEDINLPGKWKPKMIGGIGGFIKVKQYEQVPIEICGKKVISTVLVGPTPVNVIGRNMMTQIGCTLNF. The pKi is 9.7.